This data is from Catalyst prediction with 721,799 reactions and 888 catalyst types from USPTO. The task is: Predict which catalyst facilitates the given reaction. (1) Reactant: [CH2:1]([O:3][C:4](=[O:8])[CH2:5][O:6][NH2:7])[CH3:2].[C:9](O)(=[O:14])[CH2:10][CH2:11][C:12]#[CH:13].C1(N=C=NC2CCCCC2)CCCCC1. Product: [CH2:1]([O:3][C:4](=[O:8])[CH2:5][O:6][NH:7][C:9](=[O:14])[CH2:10][CH2:11][C:12]#[CH:13])[CH3:2]. The catalyst class is: 25. (2) Reactant: [CH3:1][N:2]1[C:7]([CH3:9])([CH3:8])[CH2:6][CH:5]([OH:10])[CH2:4][C:3]1([CH3:12])[CH3:11].C(N(CC)CC)C.[CH3:20][S:21](Cl)(=[O:23])=[O:22]. Product: [CH3:1][N:2]1[C:7]([CH3:8])([CH3:9])[CH2:6][CH:5]([O:10][S:21]([CH3:20])(=[O:23])=[O:22])[CH2:4][C:3]1([CH3:12])[CH3:11]. The catalyst class is: 4.